Task: Predict the reaction yield, written as a fraction of the theoretical maximum amount of product (1.0 means a 100% yield; for example, 0.34 means a 34% yield).. Dataset: Reaction yield outcomes from USPTO patents with 853,638 reactions (1) The reactants are [C:1]([O:5][C:6](=[O:19])[NH:7][C@@H:8]1[C:17]2[C:12](=[CH:13][CH:14]=[CH:15][CH:16]=2)[C@H:11]([OH:18])[CH2:10][CH2:9]1)([CH3:4])([CH3:3])[CH3:2].[H-].[Na+].Br.[NH2:23][C:24]1[CH:29]=[C:28]([CH2:30]Br)[CH:27]=[CH:26][N:25]=1. The catalyst is CN(C=O)C.O. The product is [C:1]([O:5][C:6](=[O:19])[NH:7][C@@H:8]1[C:17]2[C:12](=[CH:13][CH:14]=[CH:15][CH:16]=2)[C@H:11]([O:18][CH2:30][C:28]2[CH:27]=[CH:26][N:25]=[C:24]([NH2:23])[CH:29]=2)[CH2:10][CH2:9]1)([CH3:4])([CH3:2])[CH3:3]. The yield is 0.660. (2) The reactants are [CH:1]1([NH2:4])[CH2:3][CH2:2]1.F[C:6]1[CH:11]=[CH:10][CH:9]=[CH:8][C:7]=1[N+:12]([O-:14])=[O:13]. No catalyst specified. The product is [CH:1]1([NH:4][C:6]2[CH:11]=[CH:10][CH:9]=[CH:8][C:7]=2[N+:12]([O-:14])=[O:13])[CH2:3][CH2:2]1. The yield is 0.860.